From a dataset of NCI-60 drug combinations with 297,098 pairs across 59 cell lines. Regression. Given two drug SMILES strings and cell line genomic features, predict the synergy score measuring deviation from expected non-interaction effect. Drug 1: CN(C)C1=NC(=NC(=N1)N(C)C)N(C)C. Drug 2: B(C(CC(C)C)NC(=O)C(CC1=CC=CC=C1)NC(=O)C2=NC=CN=C2)(O)O. Cell line: TK-10. Synergy scores: CSS=0.627, Synergy_ZIP=2.20, Synergy_Bliss=2.90, Synergy_Loewe=-0.845, Synergy_HSA=-1.70.